Predict the reaction yield, written as a fraction of the theoretical maximum amount of product (1.0 means a 100% yield; for example, 0.34 means a 34% yield). From a dataset of Reaction yield outcomes from USPTO patents with 853,638 reactions. The reactants are [N:1]1[CH:6]=[CH:5][C:4]([C:7]2[CH:8]=[C:9]3[C:14](=[CH:15][CH:16]=2)[N:13]=[C:12]([NH2:17])[N:11]=[CH:10]3)=[CH:3][CH:2]=1.Br[C:19]1[CH:26]=[CH:25][C:22]([CH:23]=[O:24])=[CH:21][CH:20]=1.C([O-])([O-])=O.[Cs+].[Cs+].C1C=CC(P(C2C(C3C(P(C4C=CC=CC=4)C4C=CC=CC=4)=CC=C4C=3C=CC=C4)=C3C(C=CC=C3)=CC=2)C2C=CC=CC=2)=CC=1. The catalyst is O1CCOCC1.C1C=CC(/C=C/C(/C=C/C2C=CC=CC=2)=O)=CC=1.C1C=CC(/C=C/C(/C=C/C2C=CC=CC=2)=O)=CC=1.C1C=CC(/C=C/C(/C=C/C2C=CC=CC=2)=O)=CC=1.[Pd].[Pd]. The product is [N:1]1[CH:2]=[CH:3][C:4]([C:7]2[CH:8]=[C:9]3[C:14](=[CH:15][CH:16]=2)[N:13]=[C:12]([NH:17][C:19]2[CH:26]=[CH:25][C:22]([CH:23]=[O:24])=[CH:21][CH:20]=2)[N:11]=[CH:10]3)=[CH:5][CH:6]=1. The yield is 0.510.